Predict the reaction yield, written as a fraction of the theoretical maximum amount of product (1.0 means a 100% yield; for example, 0.34 means a 34% yield). From a dataset of Reaction yield outcomes from USPTO patents with 853,638 reactions. The reactants are [F:1][C:2]1[CH:3]=[C:4]([CH:23]=[CH:24][C:25]=1[O:26]C)[C:5]([N:7]([C:16]1[CH:21]=[CH:20][C:19]([F:22])=[CH:18][CH:17]=1)[C:8]1[CH:13]=[CH:12][C:11]([O:14]C)=[CH:10][CH:9]=1)=[O:6].B(Br)(Br)Br. The catalyst is C(Cl)Cl. The product is [F:1][C:2]1[CH:3]=[C:4]([CH:23]=[CH:24][C:25]=1[OH:26])[C:5]([N:7]([C:16]1[CH:21]=[CH:20][C:19]([F:22])=[CH:18][CH:17]=1)[C:8]1[CH:13]=[CH:12][C:11]([OH:14])=[CH:10][CH:9]=1)=[O:6]. The yield is 0.816.